From a dataset of Peptide-MHC class I binding affinity with 185,985 pairs from IEDB/IMGT. Regression. Given a peptide amino acid sequence and an MHC pseudo amino acid sequence, predict their binding affinity value. This is MHC class I binding data. (1) The peptide sequence is KMVAWWAGIEH. The MHC is Mamu-B08 with pseudo-sequence Mamu-B08. The binding affinity (normalized) is 0. (2) The peptide sequence is KARNIISPV. The MHC is HLA-A02:16 with pseudo-sequence HLA-A02:16. The binding affinity (normalized) is 0.0847. (3) The peptide sequence is VMSELFDTL. The MHC is HLA-A26:01 with pseudo-sequence HLA-A26:01. The binding affinity (normalized) is 0.0847. (4) The MHC is HLA-B07:02 with pseudo-sequence HLA-B07:02. The peptide sequence is TLMNVITLV. The binding affinity (normalized) is 0.0847. (5) The peptide sequence is LSNFGAPSY. The MHC is HLA-A23:01 with pseudo-sequence HLA-A23:01. The binding affinity (normalized) is 0. (6) The peptide sequence is PYMSALFWI. The MHC is HLA-A24:02 with pseudo-sequence HLA-A24:02. The binding affinity (normalized) is 1.00. (7) The peptide sequence is TTSDFFVNY. The MHC is HLA-B39:01 with pseudo-sequence HLA-B39:01. The binding affinity (normalized) is 0.0847. (8) The peptide sequence is TQYNRYLALY. The MHC is HLA-A31:01 with pseudo-sequence HLA-A31:01. The binding affinity (normalized) is 0.478.